Task: Regression. Given a peptide amino acid sequence and an MHC pseudo amino acid sequence, predict their binding affinity value. This is MHC class II binding data.. Dataset: Peptide-MHC class II binding affinity with 134,281 pairs from IEDB (1) The peptide sequence is VIPEGWKADTAYESK. The MHC is DRB4_0101 with pseudo-sequence DRB4_0103. The binding affinity (normalized) is 0.153. (2) The peptide sequence is KEDFLRCLVKEIPPR. The binding affinity (normalized) is 0.293. The MHC is DRB1_0405 with pseudo-sequence DRB1_0405.